Dataset: Full USPTO retrosynthesis dataset with 1.9M reactions from patents (1976-2016). Task: Predict the reactants needed to synthesize the given product. (1) Given the product [OH:8][C:7]1[C:2]2=[N:1][C:16]([CH3:17])=[C:19]([CH2:24][CH2:23][OH:22])[C:20](=[O:21])[N:3]2[CH:4]=[CH:5][CH:6]=1, predict the reactants needed to synthesize it. The reactants are: [NH2:1][C:2]1[C:7]([OH:8])=[CH:6][CH:5]=[CH:4][N:3]=1.ClC1C=CC=CC=1.[C:16]([CH:19]1[CH2:24][CH2:23][O:22][C:20]1=[O:21])(=O)[CH3:17]. (2) Given the product [Cl:1][C:2]1[CH:3]=[C:4]([CH2:9][CH:10]([CH3:16])[C:11]([O:13][CH2:14][CH3:15])=[O:12])[CH:5]=[CH:6][C:7]=1[OH:8], predict the reactants needed to synthesize it. The reactants are: [Cl:1][C:2]1[CH:3]=[C:4]([CH:9]=[C:10]([CH3:16])[C:11]([O:13][CH2:14][CH3:15])=[O:12])[CH:5]=[CH:6][C:7]=1[OH:8].[H][H].